Binary Classification. Given a drug SMILES string, predict its activity (active/inactive) in a high-throughput screening assay against a specified biological target. From a dataset of M1 muscarinic receptor agonist screen with 61,833 compounds. The compound is S1C=2N(C(C(=C(N2)C)C(OC)=O)c2cc(OCC)c(OCCC)cc2)C(=O)CC1. The result is 0 (inactive).